Dataset: Retrosynthesis with 50K atom-mapped reactions and 10 reaction types from USPTO. Task: Predict the reactants needed to synthesize the given product. (1) Given the product CCc1nc2c(cnn2CC)c(NC2CCOCC2)c1CNC(=O)c1cccc(C(=O)NCc2ccc(C)c(-c3cccc(CN4C[C@H](C)N[C@H](C)C4)c3)c2)c1, predict the reactants needed to synthesize it. The reactants are: CCc1nc2c(cnn2CC)c(NC2CCOCC2)c1CNC(=O)c1cccc(C(=O)NCc2ccc(C)c(-c3cccc(C=O)c3)c2)c1.C[C@H]1CNC[C@@H](C)N1. (2) Given the product C[C@@H](C(N)=O)N1Cc2ccc(OCc3ccc(F)cc3)cc2CC1=O, predict the reactants needed to synthesize it. The reactants are: COC(=O)Cc1cc(OCc2ccc(F)cc2)ccc1CN[C@@H](C)C(N)=O. (3) Given the product O=S(=O)([O-])CCCOc1cc(Cl)ccc1Cl, predict the reactants needed to synthesize it. The reactants are: O=S(=O)([O-])CCCBr.Oc1cc(Cl)ccc1Cl.